Dataset: Peptide-MHC class I binding affinity with 185,985 pairs from IEDB/IMGT. Task: Regression. Given a peptide amino acid sequence and an MHC pseudo amino acid sequence, predict their binding affinity value. This is MHC class I binding data. (1) The peptide sequence is YECTSRHFT. The MHC is HLA-A69:01 with pseudo-sequence HLA-A69:01. The binding affinity (normalized) is 0.0847. (2) The peptide sequence is VFFKQWFEK. The MHC is HLA-B15:01 with pseudo-sequence HLA-B15:01. The binding affinity (normalized) is 0.0847. (3) The peptide sequence is SILSPFLPL. The MHC is HLA-A68:02 with pseudo-sequence HLA-A68:02. The binding affinity (normalized) is 0.243. (4) The peptide sequence is REFEAQNVP. The MHC is HLA-A02:03 with pseudo-sequence HLA-A02:03. The binding affinity (normalized) is 0.567.